Regression/Classification. Given a drug SMILES string, predict its absorption, distribution, metabolism, or excretion properties. Task type varies by dataset: regression for continuous measurements (e.g., permeability, clearance, half-life) or binary classification for categorical outcomes (e.g., BBB penetration, CYP inhibition). Dataset: bbb_martins. From a dataset of Blood-brain barrier penetration binary classification data from Martins et al.. (1) The molecule is CCCCCc1cc(O)c2c(c1)OC(C)(C)[C@@H]1CCC(C)=C[C@@H]21. The result is 1 (penetrates BBB). (2) The drug is O=C(CN1CCCC1=O)NNC(=O)CN1CCCC1=O. The result is 1 (penetrates BBB). (3) The molecule is CC1=Nc2ccccc2CC(c2ccccc2)N1C. The result is 1 (penetrates BBB).